Dataset: Experimentally validated miRNA-target interactions with 360,000+ pairs, plus equal number of negative samples. Task: Binary Classification. Given a miRNA mature sequence and a target amino acid sequence, predict their likelihood of interaction. (1) The miRNA is mmu-miR-1199-5p with sequence UCUGAGUCCCGGUCGCGCGG. The protein sequence of the target gene is MAKGRVADRSPTEMLHSTPAGDRAVRTQGSAAPGSKDHLNEKPCAEAGSARTSLLILVSIFSCAAFVMFLVYKNFPQLSEEERVNMKVPRDMDDAKALGKVLSKYKDTFYVQVLVAYFATYIFLQTFAIPGSIFLSILSGFLYPFPLALFLVCLCSGLGASFCYMLSYLVGRPVVYKYLTEKAVKWSQQVERHREHLINYIIFLRITPFLPNWFINITSPVINVPLKVFFIGTFLGVAPPSFVAIKAGTTLHQLTTAGEAVSWSSVFILMVLALLSILPAIFQKQLKQKFE. Result: 0 (no interaction). (2) The miRNA is hsa-miR-6879-3p with sequence UGUCACCCGCUCCUUGCCCAG. The protein sequence of the target gene is MAFALLRPVGAHVLYPDVRLLSEDEENRSESDASDQSFGCCEGPEAARRGPGPGGGRRAGGGGGAGPVVVVRQRQAANARERDRTQSVNTAFTALRTLIPTEPVDRKLSKIETVRLASSYIAHLANVLLLGDSADDGQPCFRAAGSAKGAVPAAADGGRQPRSICTFCLSNQRKGGGRRDLGGSCLKVRGVAPLRGPRR. Result: 1 (interaction). (3) The miRNA is hsa-miR-1250-3p with sequence ACAUUUUCCAGCCCAUUCA. The protein sequence of the target gene is MKMSIRTPPRLLELAGRSLLRDQALAMSTLEELPTELFPPLFMEAFSRRRCEALKLMVQAWPFRRLPLRPLIKMPCLEAFQAVLDGLDALLTQGVRPRRWKLQVLDLQDVCENFWMVWSEAMAHGCFLNAKRNKKPVQDCPRMRGRQPLTVFVELWLKNRTLDEYLTYLLLWVKQRKDLLHLCCKKLKILGMPFRNIRSILKMVNLDCIQEVEVNCKWVLPILTQFTPYLGHMRNLQKLVLSHMDVSRYVSPEQKKEIVTQFTTQFLKLRCLQKLYMNSVSFLEGHLDQLLSCLKTSLKV.... Result: 1 (interaction). (4) The miRNA is hsa-miR-6795-3p with sequence ACCCCUCGUUUCUUCCCCCAG. The protein sequence of the target gene is MEALGPGGDRASPASSTSSLDLWHLSMRADSAYSSFSAASGGPEPRTQSPGTDLLPYLDWDYVRVVWGGPGPAPPDAALCTSPRPRPAVAARSGPQPTEVPGTPGPLNRQATPLLYALAAEAEAAAQAAEPPSPPASRAAYRQRLQGAQRRVLRETSFQRKELRMSLPARLRPTVPARPPATHPRSASLSHPGGEGEPARSRAPAPGTAGRGPLANQQRKWCFSEPGKLDRVGRGGGPARECLGEACSSSGLPGPEPLEFQHPALAKFEDHEVGWLPETQPQGSMNLDSGSLKLGDAFRP.... Result: 0 (no interaction). (5) The miRNA is hsa-miR-6866-5p with sequence UUAGAGGCUGGAAUAGAGAUUCU. The protein sequence of the target gene is MHRDSCPLDCKVYVGNLGNNGNKTELERAFGYYGPLRSVWVARNPPGFAFVEFEDPRDAADAVRELDGRTLCGCRVRVELSNGEKRSRNRGPPPSWGRRPRDDYRRRSPPPRRRSPRRRSFSRSRSRSLSRDRRRERSLSRERNHKPSRSFSRSRSRSRSNERK. Result: 1 (interaction). (6) The miRNA is hsa-miR-3678-5p with sequence UCCGUACAAACUCUGCUGUG. The protein sequence of the target gene is MSRSTRSKERRENDTDSEDNSSETSNQERRRCRQGPPRPPYPPLLPPVFPPPTPPPQVRRTRGLQDLGAMKSVCPGTSGFSSPNPSAASAAAQEVRSATDGNTSTTPPTSAKKRKLNSSSSSSNSSNEREDFDSTSSSSTPPQPRDSASPSTSSFCLGVPVATSSHVPIQKKLRFEDTLEFVGIDTKMAEESSSSSSSSSPTAATSQQQQQQQLKTKSILISSVASVHHANGLAKSSTAVSSFANSKPGSAKKLVIKNFKDKPKLPENYTDETWQKLKEAVEAIQNSTSIKYNLEELYQA.... Result: 0 (no interaction).